Dataset: Forward reaction prediction with 1.9M reactions from USPTO patents (1976-2016). Task: Predict the product of the given reaction. (1) Given the reactants C(O[Na])C.[OH:5][C:6]1[CH:13]=[CH:12][C:9]([CH:10]=[O:11])=[CH:8][CH:7]=1.Br[C:15]([CH3:22])([CH3:21])[C:16]([O:18][CH2:19][CH3:20])=[O:17], predict the reaction product. The product is: [CH:10]([C:9]1[CH:12]=[CH:13][C:6]([O:5][C:15]([CH3:22])([CH3:21])[C:16]([O:18][CH2:19][CH3:20])=[O:17])=[CH:7][CH:8]=1)=[O:11]. (2) Given the reactants [S:1]1[CH:5]=[CH:4][CH:3]=[C:2]1[CH2:6][NH2:7].C([O:12][C:13]([C:15]1[CH:20]=[CH:19][CH:18]=[CH:17][C:16]=1[C:21]1[CH:26]=[CH:25][C:24]([CH2:27][N:28]2[C:36]3[C:31](=[CH:32][C:33]([C:37](O)=[O:38])=[CH:34][CH:35]=3)[C:30]([CH3:40])=[C:29]2[CH3:41])=[CH:23][CH:22]=1)=[O:14])(C)(C)C, predict the reaction product. The product is: [CH3:41][C:29]1[N:28]([CH2:27][C:24]2[CH:25]=[CH:26][C:21]([C:16]3[C:15]([C:13]([OH:14])=[O:12])=[CH:20][CH:19]=[CH:18][CH:17]=3)=[CH:22][CH:23]=2)[C:36]2[C:31]([C:30]=1[CH3:40])=[CH:32][C:33]([C:37](=[O:38])[NH:7][CH2:6][C:2]1[S:1][CH:5]=[CH:4][CH:3]=1)=[CH:34][CH:35]=2. (3) Given the reactants [O:1]1[C:10]2[CH:9]=[C:8]([CH2:11][N:12]([CH2:20][CH:21]3[O:26][CH2:25][CH2:24][N:23](CC4C=CC=CC=4)[CH2:22]3)[C:13](=[O:19])[O:14][C:15]([CH3:18])([CH3:17])[CH3:16])[N:7]=[CH:6][C:5]=2[O:4][CH2:3][CH2:2]1, predict the reaction product. The product is: [O:1]1[C:10]2[CH:9]=[C:8]([CH2:11][N:12]([CH2:20][CH:21]3[O:26][CH2:25][CH2:24][NH:23][CH2:22]3)[C:13](=[O:19])[O:14][C:15]([CH3:18])([CH3:16])[CH3:17])[N:7]=[CH:6][C:5]=2[O:4][CH2:3][CH2:2]1. (4) Given the reactants [CH3:1][C:2]1[C:3]([CH2:14][S:15][C:16]2[NH:20][C:19]3[CH:21]=[CH:22][CH:23]=[CH:24][C:18]=3[N:17]=2)=[N:4][CH:5]=[CH:6][C:7]=1[O:8][CH2:9][C:10]([F:13])([F:12])[F:11].C([O-])([O-])=[O:26].C([O-])([O-])=O.OO.OO.OO.[Na+].[Na+].[Na+].[Na+].O.C(O)(=O)C, predict the reaction product. The product is: [CH3:1][C:2]1[C:7]([O:8][CH2:9][C:10]([F:12])([F:11])[F:13])=[CH:6][CH:5]=[N:4][C:3]=1[CH2:14][S+:15]([O-:26])[C:16]1[NH:20][C:19]2[CH:21]=[CH:22][CH:23]=[CH:24][C:18]=2[N:17]=1. (5) Given the reactants F[C:2]1[CH:9]=[CH:8][C:5]([C:6]#[N:7])=[CH:4][CH:3]=1.[CH:10]([NH2:13])([CH3:12])[CH3:11], predict the reaction product. The product is: [CH:10]([NH:13][C:2]1[CH:9]=[CH:8][C:5]([C:6]#[N:7])=[CH:4][CH:3]=1)([CH3:12])[CH3:11]. (6) Given the reactants C(OC([N:8]1[CH2:13][CH2:12][C:11]([F:36])([C:14]2[CH:35]=[CH:34][C:17]3[C:18]4[N:19]=[C:20]([C:26]5[N:27]([CH:31]([CH3:33])[CH3:32])[N:28]=[CH:29][N:30]=5)[S:21][C:22]=4[CH2:23][CH2:24][O:25][C:16]=3[CH:15]=2)[CH2:10][CH2:9]1)=O)(C)(C)C.C(O)(C(F)(F)F)=O.C(N(CC)CC)C.[I-].Cl[CH2:53][C:54]([N:56]([CH3:58])[CH3:57])=[O:55], predict the reaction product. The product is: [F:36][C:11]1([C:14]2[CH:35]=[CH:34][C:17]3[C:18]4[N:19]=[C:20]([C:26]5[N:27]([CH:31]([CH3:33])[CH3:32])[N:28]=[CH:29][N:30]=5)[S:21][C:22]=4[CH2:23][CH2:24][O:25][C:16]=3[CH:15]=2)[CH2:12][CH2:13][N:8]([CH2:53][C:54]([N:56]([CH3:58])[CH3:57])=[O:55])[CH2:9][CH2:10]1.